This data is from Forward reaction prediction with 1.9M reactions from USPTO patents (1976-2016). The task is: Predict the product of the given reaction. (1) Given the reactants [CH3:1][O:2][C:3]1[CH:4]=[C:5]([CH2:9][C:10]#[N:11])[CH:6]=[CH:7][CH:8]=1.[H-].[Na+].[C:14](=O)([O:17]C)[O:15][CH3:16].C(=O)([O-])[O-].[K+].[K+], predict the reaction product. The product is: [C:10]([CH:9]([C:5]1[CH:6]=[CH:7][CH:8]=[C:3]([O:2][CH3:1])[CH:4]=1)[C:14]([O:15][CH3:16])=[O:17])#[N:11]. (2) Given the reactants [CH3:1][N:2]1[C@@H:19]2[CH2:20][C:7]3[CH:8]=[CH:9][C:10]([O:22][CH3:23])=[C:11]4[O:12][C@H:13]5[C:14]([CH2:16][CH2:17][C@:18]2([OH:21])[C@:5]5([C:6]=34)[CH2:4][CH2:3]1)=[O:15].Cl.C(O)[C@H]([C@H]([C@@H]([C@@H](CO)O)O)O)O, predict the reaction product. The product is: [CH3:1][N:2]1[C@@H:19]2[CH2:20][C:7]3[CH:8]=[CH:9][C:10]([O:22][CH3:23])=[C:11]4[O:12][C@H:13]5[C:14]([CH2:16][CH2:17][C@:18]2([OH:21])[C@:5]5([C:6]=34)[CH2:4][CH2:3]1)=[O:15]. (3) Given the reactants [NH2:1][C:2]1[C:11]([F:12])=[C:10](F)[C:9]([F:14])=[C:8]2[C:3]=1[C:4](=[O:21])[C:5]([C:18]([OH:20])=[O:19])=[CH:6][N:7]2[CH:15]1[CH2:17][CH2:16]1.[N:22]1[CH:27]=[CH:26][CH:25]=[CH:24][C:23]=1[NH:28][CH2:29][CH2:30][NH2:31], predict the reaction product. The product is: [NH2:1][C:2]1[C:11]([F:12])=[C:10]([NH:31][CH2:30][CH2:29][NH:28][C:23]2[CH:24]=[CH:25][CH:26]=[CH:27][N:22]=2)[C:9]([F:14])=[C:8]2[C:3]=1[C:4](=[O:21])[C:5]([C:18]([OH:20])=[O:19])=[CH:6][N:7]2[CH:15]1[CH2:16][CH2:17]1. (4) The product is: [Cl:1][C:2]1[N:7]=[C:6]([C:8]([O:10][C:11]([CH3:14])([CH3:13])[CH3:12])=[O:9])[CH:5]=[C:4]([NH:17][C@@H:18]([CH3:23])[C:19]([O:21][CH3:22])=[O:20])[N:3]=1. Given the reactants [Cl:1][C:2]1[N:7]=[C:6]([C:8]([O:10][C:11]([CH3:14])([CH3:13])[CH3:12])=[O:9])[CH:5]=[C:4](Cl)[N:3]=1.Cl.[NH2:17][C@@H:18]([CH3:23])[C:19]([O:21][CH3:22])=[O:20].CCN(C(C)C)C(C)C, predict the reaction product. (5) Given the reactants [Cl:1][C:2]1[N:7]=[C:6](Cl)[C:5]([N+:9]([O-:11])=[O:10])=[CH:4][N:3]=1.[CH3:12][NH2:13], predict the reaction product. The product is: [Cl:1][C:2]1[N:7]=[C:6]([NH:13][CH3:12])[C:5]([N+:9]([O-:11])=[O:10])=[CH:4][N:3]=1. (6) Given the reactants Cl[C:2]1[CH:11]=[CH:10][N:9]=[C:8]2[C:3]=1[CH:4]=[CH:5][C:6]([C:12]([F:15])([F:14])[F:13])=[N:7]2.[F:16][C:17]1[CH:22]=[CH:21][C:20](B(O)O)=[CH:19][C:18]=1[C:26]1[CH:31]=[CH:30][N:29]=[CH:28][N:27]=1, predict the reaction product. The product is: [F:16][C:17]1[CH:22]=[CH:21][C:20]([C:2]2[CH:11]=[CH:10][N:9]=[C:8]3[C:3]=2[CH:4]=[CH:5][C:6]([C:12]([F:15])([F:14])[F:13])=[N:7]3)=[CH:19][C:18]=1[C:26]1[CH:31]=[CH:30][N:29]=[CH:28][N:27]=1. (7) The product is: [CH2:34]([O:41][CH2:42][C:43]1([C:46]2[CH:47]=[CH:48][C:49]([CH2:50][CH:15]([NH:16][S:17]([C:20]3[CH:25]=[CH:24][CH:23]=[CH:22][N:21]=3)(=[O:19])=[O:18])[C:11]3[N:10]=[C:9]([N:8]([CH2:26][C:27]([O:29][C:30]([CH3:33])([CH3:32])[CH3:31])=[O:28])[C:6]([O:5][C:1]([CH3:4])([CH3:3])[CH3:2])=[O:7])[CH:14]=[CH:13][CH:12]=3)=[CH:52][CH:53]=2)[CH2:44][CH2:45]1)[C:35]1[CH:36]=[CH:37][CH:38]=[CH:39][CH:40]=1. Given the reactants [C:1]([O:5][C:6]([N:8]([CH2:26][C:27]([O:29][C:30]([CH3:33])([CH3:32])[CH3:31])=[O:28])[C:9]1[CH:14]=[CH:13][CH:12]=[C:11]([CH2:15][NH:16][S:17]([C:20]2[CH:25]=[CH:24][CH:23]=[CH:22][N:21]=2)(=[O:19])=[O:18])[N:10]=1)=[O:7])([CH3:4])([CH3:3])[CH3:2].[CH2:34]([O:41][CH2:42][C:43]1([C:46]2[CH:53]=[CH:52][C:49]([CH2:50]O)=[CH:48][CH:47]=2)[CH2:45][CH2:44]1)[C:35]1[CH:40]=[CH:39][CH:38]=[CH:37][CH:36]=1.C(P(CCCC)CCCC)CCC.CN(C)C(N=NC(N(C)C)=O)=O, predict the reaction product. (8) Given the reactants [NH:1]1[CH2:6][CH2:5][CH:4]([O:7][C:8]2[CH:13]=[CH:12][C:11]([N+:14]([O-:16])=[O:15])=[CH:10][CH:9]=2)[CH2:3][CH2:2]1.[C:17]1(=O)[CH2:20][CH2:19][CH2:18]1.C([BH3-])#N.[Na+], predict the reaction product. The product is: [CH:17]1([N:1]2[CH2:6][CH2:5][CH:4]([O:7][C:8]3[CH:9]=[CH:10][C:11]([N+:14]([O-:16])=[O:15])=[CH:12][CH:13]=3)[CH2:3][CH2:2]2)[CH2:20][CH2:19][CH2:18]1. (9) Given the reactants Br[CH2:2][C:3]1[C:13]([Cl:14])=[N:12][CH:11]=[CH:10][C:4]=1[C:5]([O:7]CC)=O.Cl.[CH3:16][C:17]1[CH:18]=[C:19]([CH:30]([NH2:32])[CH3:31])[CH:20]=[N:21][C:22]=1[O:23][CH2:24][CH2:25][C:26]([F:29])([F:28])[F:27], predict the reaction product. The product is: [Cl:14][C:13]1[C:3]2[CH2:2][N:32]([CH:30]([C:19]3[CH:20]=[N:21][C:22]([O:23][CH2:24][CH2:25][C:26]([F:29])([F:27])[F:28])=[C:17]([CH3:16])[CH:18]=3)[CH3:31])[C:5](=[O:7])[C:4]=2[CH:10]=[CH:11][N:12]=1.